From a dataset of HIV replication inhibition screening data with 41,000+ compounds from the AIDS Antiviral Screen. Binary Classification. Given a drug SMILES string, predict its activity (active/inactive) in a high-throughput screening assay against a specified biological target. (1) The molecule is Cc1nc(SCC(=O)Nc2ccc(Cl)cc2)c2sc(=S)n(-c3ccccc3)c2n1. The result is 0 (inactive). (2) The drug is N=c1[nH]nc(Sc2ccc([N+](=O)[O-])cc2)s1. The result is 0 (inactive).